Dataset: NCI-60 drug combinations with 297,098 pairs across 59 cell lines. Task: Regression. Given two drug SMILES strings and cell line genomic features, predict the synergy score measuring deviation from expected non-interaction effect. Drug 1: CCC(=C(C1=CC=CC=C1)C2=CC=C(C=C2)OCCN(C)C)C3=CC=CC=C3.C(C(=O)O)C(CC(=O)O)(C(=O)O)O. Drug 2: C1CC(=O)NC(=O)C1N2C(=O)C3=CC=CC=C3C2=O. Cell line: CCRF-CEM. Synergy scores: CSS=13.0, Synergy_ZIP=-3.57, Synergy_Bliss=0.191, Synergy_Loewe=-23.8, Synergy_HSA=-1.59.